This data is from Catalyst prediction with 721,799 reactions and 888 catalyst types from USPTO. The task is: Predict which catalyst facilitates the given reaction. (1) Reactant: [NH2:1][CH:2]1[CH2:7][CH2:6][N:5]([C:8]2[CH:16]=[CH:15][C:11]([C:12]([NH2:14])=[O:13])=[C:10](Cl)[N:9]=2)[CH2:4][CH2:3]1.C([O-])([O-])=O.[K+].[K+].C(OC(N1C=[C:35](B2O[C:34](C)([CH3:35])[C:33](C)([CH3:32])O2)[CH2:34][CH2:33][CH2:32]1)=O)(C)(C)C.O1[CH2:51][CH2:50][O:49][CH2:48][CH2:47]1. Product: [NH2:1][CH:2]1[CH2:7][CH2:6][N:5]([C:8]2[CH:16]=[CH:15][C:11]([C:12]([NH2:14])=[O:13])=[C:10]([C:33]3[CH:34]=[CH:35][C:48]([O:49][C:50]4[CH:51]=[CH:4][CH:3]=[CH:2][CH:7]=4)=[CH:47][CH:32]=3)[N:9]=2)[CH2:4][CH2:3]1. The catalyst class is: 587. (2) Reactant: [NH2:1][CH:2]([C:4]1([CH2:8][NH2:9])[CH2:7][CH2:6][CH2:5]1)C.CO.C(N(CC)CC)C.C[O:20][C:21](=O)[C@H:22]([CH2:24][C:25]1[CH:30]=[CH:29][CH:28]=[CH:27][CH:26]=1)[NH2:23]. Product: [NH2:23][CH:22]([CH2:24][C:25]1[CH:30]=[CH:29][CH:28]=[CH:27][CH:26]=1)[C:21]([NH:9][CH2:8][C:4]1([CH2:2][NH2:1])[CH2:5][CH2:6][CH2:7]1)=[O:20]. The catalyst class is: 328. (3) Reactant: [CH3:1][C:2]1[C:3]([N:8](COCCOC)[S:9]([C:12]2[S:13][C:14]([CH3:40])=[CH:15][C:16]=2[C:17]2[CH:22]=[CH:21][C:20]([CH2:23][O:24][C:25]3[CH:30]=[C:29]([CH3:31])[N:28]=[C:27]([CH3:32])[C:26]=3[C:33](=[O:35])[CH3:34])=[CH:19][C:18]=2[CH2:36][O:37][CH2:38][CH3:39])(=[O:11])=[O:10])=[N:4][O:5][C:6]=1[CH3:7].C(O)C.Cl.C(=O)(O)[O-].[Na+]. Product: [CH3:1][C:2]1[C:3]([NH:8][S:9]([C:12]2[S:13][C:14]([CH3:40])=[CH:15][C:16]=2[C:17]2[CH:22]=[CH:21][C:20]([CH2:23][O:24][C:25]3[CH:30]=[C:29]([CH3:31])[N:28]=[C:27]([CH3:32])[C:26]=3[C:33](=[O:35])[CH3:34])=[CH:19][C:18]=2[CH2:36][O:37][CH2:38][CH3:39])(=[O:11])=[O:10])=[N:4][O:5][C:6]=1[CH3:7]. The catalyst class is: 6. (4) Reactant: Cl[C:2]1[N:7]=[C:6]([NH:8][C@H:9]([C:11]2[N:16]=[CH:15][C:14]([F:17])=[CH:13][N:12]=2)[CH3:10])[N:5]=[C:4]([NH:18][C:19]2[CH:23]=[C:22]([CH3:24])[NH:21][N:20]=2)[CH:3]=1.[NH:25]1[CH2:30][CH2:29][O:28][CH2:27][CH2:26]1.CCN(C(C)C)C(C)C. Product: [F:17][C:14]1[CH:13]=[N:12][C:11]([C@@H:9]([NH:8][C:6]2[N:5]=[C:4]([NH:18][C:19]3[CH:23]=[C:22]([CH3:24])[NH:21][N:20]=3)[CH:3]=[C:2]([N:25]3[CH2:30][CH2:29][O:28][CH2:27][CH2:26]3)[N:7]=2)[CH3:10])=[N:16][CH:15]=1. The catalyst class is: 114. (5) Reactant: [F:1][C:2]1[CH:7]=[CH:6][C:5]([C:8]2[C:13]([C:14]([O:16][CH3:17])=[O:15])=[C:12]([CH:18]([CH3:20])[CH3:19])[N:11]=[C:10](O)[N:9]=2)=[CH:4][CH:3]=1.S(Cl)([Cl:24])=O.C1(C)C=CC=CC=1.C(=O)([O-])O.[Na+]. Product: [Cl:24][C:10]1[N:9]=[C:8]([C:5]2[CH:6]=[CH:7][C:2]([F:1])=[CH:3][CH:4]=2)[C:13]([C:14]([O:16][CH3:17])=[O:15])=[C:12]([CH:18]([CH3:20])[CH3:19])[N:11]=1. The catalyst class is: 9. (6) Reactant: [Cl:1][C:2]1[CH:3]=[C:4]2[C:9](=[CH:10][C:11]=1[O:12][C:13]1[CH:21]=[CH:20][C:16]([C:17]([OH:19])=O)=[CH:15][CH:14]=1)[O:8][CH2:7][CH2:6][CH:5]2[C:22]([O:24][CH2:25][CH3:26])=[O:23].[CH2:27]([NH2:35])[CH2:28][C:29]1[CH:34]=[CH:33][CH:32]=[CH:31][CH:30]=1.C(N(CC)C(C)C)(C)C. Product: [Cl:1][C:2]1[CH:3]=[C:4]2[C:9](=[CH:10][C:11]=1[O:12][C:13]1[CH:14]=[CH:15][C:16]([C:17](=[O:19])[NH:35][CH2:27][CH2:28][C:29]3[CH:34]=[CH:33][CH:32]=[CH:31][CH:30]=3)=[CH:20][CH:21]=1)[O:8][CH2:7][CH2:6][CH:5]2[C:22]([O:24][CH2:25][CH3:26])=[O:23]. The catalyst class is: 35.